This data is from Forward reaction prediction with 1.9M reactions from USPTO patents (1976-2016). The task is: Predict the product of the given reaction. (1) Given the reactants [H-].[Al+3].[Li+].[H-].[H-].[H-].[CH2:7]([O:14][C:15]1[CH:33]=[CH:32][C:18]([C:19]([NH:21][C:22]2[CH:23]=[C:24]3[C:29](=[CH:30][CH:31]=2)[N:28]=[CH:27][CH:26]=[CH:25]3)=O)=[CH:17][CH:16]=1)[C:8]1[CH:13]=[CH:12][CH:11]=[CH:10][CH:9]=1.N1C=CC=CC=1OCC1C=CC(CNC(C2C(N)=NC(N)=CN=2)=O)=CC=1.[Cl-].[NH4+], predict the reaction product. The product is: [CH2:7]([O:14][C:15]1[CH:16]=[CH:17][C:18]([CH2:19][NH:21][C:22]2[CH:23]=[C:24]3[C:29](=[CH:30][CH:31]=2)[N:28]=[CH:27][CH:26]=[CH:25]3)=[CH:32][CH:33]=1)[C:8]1[CH:9]=[CH:10][CH:11]=[CH:12][CH:13]=1. (2) Given the reactants Cl[C:2]1[N:10]=[C:9](Cl)[CH:8]=[CH:7][C:3]=1[C:4]([NH2:6])=[O:5].[N:12]1([CH2:17][CH2:18][C:19]2[CH:25]=[CH:24][C:22]([NH2:23])=[CH:21][CH:20]=2)[CH2:16][CH2:15][CH2:14][CH2:13]1.[N:26]1([C:32]([O:34]C(C)(C)C)=O)[CH2:31][CH2:30][NH:29][CH2:28][CH2:27]1.[C:39](O)(=O)[CH:40]=C, predict the reaction product. The product is: [C:32]([N:26]1[CH2:27][CH2:28][N:29]([C:9]2[CH:8]=[CH:7][C:3]([C:4]([NH2:6])=[O:5])=[C:2]([NH:23][C:22]3[CH:21]=[CH:20][C:19]([CH2:18][CH2:17][N:12]4[CH2:16][CH2:15][CH2:14][CH2:13]4)=[CH:25][CH:24]=3)[N:10]=2)[CH2:30][CH2:31]1)(=[O:34])[CH:39]=[CH2:40]. (3) The product is: [OH:1][C@@H:2]1[CH2:18][CH:17]2[C@@:5]([CH3:24])([C@@H:6]3[C@@H:14]([CH2:15][CH2:16]2)[C@H:13]2[C@@:9]([CH3:22])([C@@H:10]([C:19]([NH:63][CH2:62][CH2:61][NH:60][C:59](=[O:64])[O:58][C:54]([CH3:57])([CH3:55])[CH3:56])=[O:20])[CH2:11][CH2:12]2)[CH2:8][C@@H:7]3[OH:23])[CH2:4][CH2:3]1. Given the reactants [OH:1][C@@H:2]1[CH2:18][CH:17]2[C@@:5]([CH3:24])([C@@H:6]3[C@@H:14]([CH2:15][CH2:16]2)[C@H:13]2[C@@:9]([CH3:22])([C@@H:10]([C:19](O)=[O:20])[CH2:11][CH2:12]2)[CH2:8][C@@H:7]3[OH:23])[CH2:4][CH2:3]1.CCN=C=NCCCN(C)C.Cl.C1C=CC2N(O)N=NC=2C=1.CN1CCOCC1.[C:54]([O:58][C:59](=[O:64])[NH:60][CH2:61][CH2:62][NH2:63])([CH3:57])([CH3:56])[CH3:55], predict the reaction product. (4) Given the reactants [CH3:1][C:2]1[N:3]=[CH:4][C:5]([NH2:8])=[N:6][CH:7]=1.N1C=CC=CC=1.[Br:15]Br.O, predict the reaction product. The product is: [Br:15][C:4]1[C:5]([NH2:8])=[N:6][CH:7]=[C:2]([CH3:1])[N:3]=1.